From a dataset of Forward reaction prediction with 1.9M reactions from USPTO patents (1976-2016). Predict the product of the given reaction. Given the reactants [CH3:1][C:2]1([NH:7][C:8](=[O:14])[O:9][C:10]([CH3:13])([CH3:12])[CH3:11])[CH2:6][CH2:5][NH:4][CH2:3]1.[NH2:15][C:16]1[C:21]([S:22](N2C[C@@H]3C[C@H]2CN3C(OC(C)(C)C)=O)(=[O:24])=[O:23])=[CH:20][C:19]([Br:39])=[CH:18][N:17]=1.[C@H]12C[C@H](NC1)CN2C(OC(C)(C)C)=O, predict the reaction product. The product is: [NH2:15][C:16]1[C:21]([S:22]([N:4]2[CH2:5][CH2:6][C:2]([NH:7][C:8](=[O:14])[O:9][C:10]([CH3:13])([CH3:12])[CH3:11])([CH3:1])[CH2:3]2)(=[O:24])=[O:23])=[CH:20][C:19]([Br:39])=[CH:18][N:17]=1.